From a dataset of NCI-60 drug combinations with 297,098 pairs across 59 cell lines. Regression. Given two drug SMILES strings and cell line genomic features, predict the synergy score measuring deviation from expected non-interaction effect. (1) Drug 2: CCN(CC)CCCC(C)NC1=C2C=C(C=CC2=NC3=C1C=CC(=C3)Cl)OC. Drug 1: C1=CC(=CC=C1C#N)C(C2=CC=C(C=C2)C#N)N3C=NC=N3. Synergy scores: CSS=16.6, Synergy_ZIP=-6.05, Synergy_Bliss=-4.00, Synergy_Loewe=0.358, Synergy_HSA=0.537. Cell line: SNB-75. (2) Drug 1: CCC(=C(C1=CC=CC=C1)C2=CC=C(C=C2)OCCN(C)C)C3=CC=CC=C3.C(C(=O)O)C(CC(=O)O)(C(=O)O)O. Drug 2: C1CNP(=O)(OC1)N(CCCl)CCCl. Cell line: SNB-75. Synergy scores: CSS=3.29, Synergy_ZIP=-1.19, Synergy_Bliss=-0.944, Synergy_Loewe=-2.07, Synergy_HSA=-2.24.